From a dataset of Catalyst prediction with 721,799 reactions and 888 catalyst types from USPTO. Predict which catalyst facilitates the given reaction. Reactant: [CH2:1]([Li])CCC.[Br:6][C:7]1[CH:8]=[C:9]([CH:14]=[C:15]([CH:17]=O)[CH:16]=1)[C:10]([O:12][CH3:13])=[O:11]. Product: [Br:6][C:7]1[CH:8]=[C:9]([CH:14]=[C:15]([CH:17]=[CH2:1])[CH:16]=1)[C:10]([O:12][CH3:13])=[O:11]. The catalyst class is: 307.